From a dataset of Full USPTO retrosynthesis dataset with 1.9M reactions from patents (1976-2016). Predict the reactants needed to synthesize the given product. (1) Given the product [CH3:3][O:4][C:5](=[O:17])[CH:6]([CH2:20][C:19]#[CH:18])[C:7]1[CH:16]=[CH:15][C:10]([C:11]([O:13][CH3:14])=[O:12])=[CH:9][CH:8]=1, predict the reactants needed to synthesize it. The reactants are: [H-].[Na+].[CH3:3][O:4][C:5](=[O:17])[CH2:6][C:7]1[CH:16]=[CH:15][C:10]([C:11]([O:13][CH3:14])=[O:12])=[CH:9][CH:8]=1.[CH2:18](Br)[C:19]#[CH:20].C(O)(=O)C. (2) Given the product [Cl:6][C:7]1[N:8]=[C:9]([O:13][CH3:14])[C:10]([CH:17]=[O:18])=[CH:11][CH:12]=1, predict the reactants needed to synthesize it. The reactants are: C([Li])(C)(C)C.[Cl:6][C:7]1[CH:12]=[CH:11][CH:10]=[C:9]([O:13][CH3:14])[N:8]=1.CN(C)[CH:17]=[O:18].C(=O)(O)[O-].[Na+]. (3) Given the product [CH3:1][Si:2]([C:11]1[CH:27]=[CH:28][CH:23]=[CH:24][CH:25]=1)([O:3][CH2:4][CH2:5][SH:6])[O:7][CH2:8][CH2:9][SH:10], predict the reactants needed to synthesize it. The reactants are: [CH3:1][Si:2]([CH3:11])([O:7][CH2:8][CH2:9][SH:10])[O:3][CH2:4][CH2:5][SH:6].C(N(CC)CC)C.ClC([SiH2][C:23]1[CH:28]=[CH:27]C=[CH:25][CH:24]=1)Cl.SCCO. (4) Given the product [C:1]([O:5][C:6](=[O:7])[N:8]([C@@H:9]([C:10](=[O:12])[N:48]([C@@H:43]([C:44](=[O:45])[NH:46][CH3:47])[CH2:42][C:37]1[CH:38]=[CH:39][CH:40]=[CH:41][C:36]=1[F:35])[CH3:49])[CH2:72][C:73]1[CH:82]=[CH:81][C:80]2[C:75](=[CH:76][CH:77]=[CH:78][CH:79]=2)[CH:74]=1)[CH3:17])([CH3:2])([CH3:3])[CH3:4], predict the reactants needed to synthesize it. The reactants are: [C:1]([O:5][C:6]([NH:8][CH2:9][C:10]([OH:12])=O)=[O:7])([CH3:4])([CH3:3])[CH3:2].ON1C2C=CC=C[C:17]=2N=N1.Cl.CN(C)CCCN=C=NCC.[F:35][C:36]1[CH:41]=[CH:40][CH:39]=[CH:38][C:37]=1[CH2:42][C@@H:43]([NH:48][CH3:49])[C:44]([NH:46][CH3:47])=[O:45].C(N(C(C)C)CC)(C)C.C(OC(CNC([CH2:72][C:73]1[CH:82]=[CH:81][C:80]2[C:75](=[CH:76][CH:77]=[CH:78][CH:79]=2)[CH:74]=1)C(O)=O)=O)(C)(C)C.ON1C2N=CC=CC=2N=N1. (5) Given the product [NH2:1][C:4]1[CH:9]=[CH:8][CH:7]=[CH:6][C:5]=1[C:10]1[S:14][C:13]([C:15]([O:17][CH2:18][CH3:19])=[O:16])=[N:12][N:11]=1, predict the reactants needed to synthesize it. The reactants are: [N+:1]([C:4]1[CH:9]=[CH:8][CH:7]=[CH:6][C:5]=1[C:10]1[S:14][C:13]([C:15]([O:17][CH2:18][CH3:19])=[O:16])=[N:12][N:11]=1)([O-])=O.O.[Cl-].[NH4+]. (6) Given the product [CH2:3]([O:6][N:7]([CH3:16])[C:8](=[O:14])[O:9][C:10]([CH3:13])([CH3:12])[CH3:11])[CH:4]=[CH2:5], predict the reactants needed to synthesize it. The reactants are: [H-].[Na+].[CH2:3]([O:6][NH:7][C:8](=[O:14])[O:9][C:10]([CH3:13])([CH3:12])[CH3:11])[CH:4]=[CH2:5].I[CH3:16].